From a dataset of Forward reaction prediction with 1.9M reactions from USPTO patents (1976-2016). Predict the product of the given reaction. (1) The product is: [Cl:1][C:2]1[C:7]([O:8][C:11]([CH3:20])([CH3:19])[C:12]([O:14][C:15]([CH3:18])([CH3:17])[CH3:16])=[O:13])=[CH:6][C:5]([Cl:9])=[CH:4][N:3]=1. Given the reactants [Cl:1][C:2]1[C:7]([OH:8])=[CH:6][C:5]([Cl:9])=[CH:4][N:3]=1.Br[C:11]([CH3:20])([CH3:19])[C:12]([O:14][C:15]([CH3:18])([CH3:17])[CH3:16])=[O:13].C(=O)([O-])[O-].[K+].[K+], predict the reaction product. (2) Given the reactants [CH:1]1[C:13]2[CH2:12][C:11]3[C:6](=[CH:7][CH:8]=[CH:9][CH:10]=3)[C:5]=2[CH:4]=[CH:3][CH:2]=1.II.[I:16](O)(=O)(=O)=O, predict the reaction product. The product is: [I:16][C:9]1[CH:8]=[CH:7][C:6]2[C:5]3[C:13](=[CH:1][CH:2]=[CH:3][CH:4]=3)[CH2:12][C:11]=2[CH:10]=1. (3) Given the reactants OC(C(F)(F)F)=O.[O:8]=[C:9]1[N:13]([CH:14]2[CH2:19][CH2:18][NH:17][CH2:16][C:15]2=[O:20])[CH2:12][CH2:11][O:10]1.[Cl:21][C:22]1[N:26]2[CH:27]=[C:28]([CH:35]3[CH2:37][CH2:36]3)[CH:29]=[C:30]([C:31]([F:34])([F:33])[F:32])[C:25]2=[N:24][C:23]=1[C:38](O)=[O:39].CCN(C(C)C)C(C)C.CN(C(ON1N=NC2C=CC=NC1=2)=[N+](C)C)C.F[P-](F)(F)(F)(F)F, predict the reaction product. The product is: [Cl:21][C:22]1[N:26]2[CH:27]=[C:28]([CH:35]3[CH2:37][CH2:36]3)[CH:29]=[C:30]([C:31]([F:33])([F:32])[F:34])[C:25]2=[N:24][C:23]=1[C:38]([N:17]1[CH2:18][CH2:19][CH:14]([N:13]2[CH2:12][CH2:11][O:10][C:9]2=[O:8])[C:15](=[O:20])[CH2:16]1)=[O:39]. (4) The product is: [CH:33]1([NH:39][C:23](=[O:25])[CH2:22][S:21][C:8]2[N:7]([CH:1]3[CH2:6][CH2:5][CH2:4][CH2:3][CH2:2]3)[C:19](=[O:20])[C:11]3[NH:12][C:13]4[CH:14]=[CH:15][CH:16]=[CH:17][C:18]=4[C:10]=3[N:9]=2)[CH2:38][CH2:37][CH2:36][CH2:35][CH2:34]1. Given the reactants [CH:1]1([N:7]2[C:19](=[O:20])[C:11]3[NH:12][C:13]4[CH:14]=[CH:15][CH:16]=[CH:17][C:18]=4[C:10]=3[N:9]=[C:8]2[S:21][CH2:22][C:23]([OH:25])=O)[CH2:6][CH2:5][CH2:4][CH2:3][CH2:2]1.C(N(CC)CC)C.[CH:33]1([NH2:39])[CH2:38][CH2:37][CH2:36][CH2:35][CH2:34]1.CN(C(ON1N=NC2C=CC=NC1=2)=[N+](C)C)C.F[P-](F)(F)(F)(F)F, predict the reaction product.